Dataset: Forward reaction prediction with 1.9M reactions from USPTO patents (1976-2016). Task: Predict the product of the given reaction. (1) Given the reactants [CH3:1][C:2]1([C:9]([O:11][CH2:12][CH3:13])=[O:10])[CH2:7][CH2:6][C:5](=[O:8])[CH2:4][CH2:3]1.C(C1C=CC=C(C(C)(C)C)N=1)(C)(C)C.[S:28](O[S:28]([C:31]([F:34])([F:33])[F:32])(=[O:30])=[O:29])([C:31]([F:34])([F:33])[F:32])(=[O:30])=[O:29], predict the reaction product. The product is: [CH3:1][C:2]1([C:9]([O:11][CH2:12][CH3:13])=[O:10])[CH2:3][CH2:4][C:5]([O:8][S:28]([C:31]([F:34])([F:33])[F:32])(=[O:30])=[O:29])=[CH:6][CH2:7]1. (2) Given the reactants [C:1]([C:4]1[N:5]=[C:6]2[C:12]3[CH:13]=[C:14]([C:18]#[C:19][C:20]([OH:26])([CH3:25])[C:21](OC)=[O:22])[C:15]([F:17])=[CH:16][C:11]=3[O:10][CH2:9][CH2:8][N:7]2[CH:27]=1)(=[O:3])[NH2:2].OC(C)(C#C)C(OC)=O.BrC1C(F)=CC2OCC[N:44]3C=C(C(N)=O)N=C3C=2C=1.N, predict the reaction product. The product is: [NH2:44][C:21](=[O:22])[C:20]([OH:26])([CH3:25])[C:19]#[C:18][C:14]1[C:15]([F:17])=[CH:16][C:11]2[O:10][CH2:9][CH2:8][N:7]3[CH:27]=[C:4]([C:1]([NH2:2])=[O:3])[N:5]=[C:6]3[C:12]=2[CH:13]=1. (3) Given the reactants [Cl:1][C:2]1[CH:3]=[C:4]2[C:12](=[CH:13][CH:14]=1)[NH:11][C:10]1[CH2:9][CH2:8][CH2:7][C:6](=[O:15])[C:5]2=1.[H-].[Na+].[C:18]1([S:24](Cl)(=[O:26])=[O:25])[CH:23]=[CH:22][CH:21]=[CH:20][CH:19]=1, predict the reaction product. The product is: [Cl:1][C:2]1[CH:3]=[C:4]2[C:12](=[CH:13][CH:14]=1)[NH:11][C:10]1[CH:9]([S:24]([C:18]3[CH:23]=[CH:22][CH:21]=[CH:20][CH:19]=3)(=[O:26])=[O:25])[CH2:8][CH2:7][C:6](=[O:15])[C:5]2=1. (4) Given the reactants [CH3:1][C:2]1([CH3:16])[C:6]([CH3:8])([CH3:7])[CH2:5][C:4]([C:9]2[CH:14]=[CH:13][CH:12]=[CH:11][C:10]=2[NH2:15])=[CH:3]1.Cl.Cl[CH2:19][CH2:20][NH:21][CH2:22][CH2:23]Cl, predict the reaction product. The product is: [CH3:1][C:2]1([CH3:16])[C:6]([CH3:7])([CH3:8])[CH2:5][C:4]([C:9]2[CH:14]=[CH:13][CH:12]=[CH:11][C:10]=2[N:15]2[CH2:23][CH2:22][NH:21][CH2:20][CH2:19]2)=[CH:3]1. (5) Given the reactants [H-].[Na+].[Cl:3][C:4]1[CH:9]=[C:8]([Cl:10])[CH:7]=[C:6]([CH3:11])[C:5]=1[C:12]1[C:13](=[O:21])[N:14]([CH3:20])[N:15]=[C:16]([CH3:19])[C:17]=1[OH:18].[CH2:22](Br)[C:23]#[CH:24].O, predict the reaction product. The product is: [Cl:3][C:4]1[CH:9]=[C:8]([Cl:10])[CH:7]=[C:6]([CH3:11])[C:5]=1[C:12]1[C:13](=[O:21])[N:14]([CH3:20])[N:15]=[C:16]([CH3:19])[C:17]=1[O:18][C:22]#[C:23][CH3:24]. (6) Given the reactants [CH3:1][C:2]1([CH3:26])[C:14]2[CH:13]=[C:12]([NH:15][C:16]3[CH:21]=[CH:20][CH:19]=[CH:18][C:17]=3[C:22](O)([CH3:24])[CH3:23])[CH:11]=[CH:10][C:9]=2[C:8]2[C:3]1=[CH:4][CH:5]=[CH:6][CH:7]=2.P(=O)(O)(O)O.C1(C)C=CC=CC=1, predict the reaction product. The product is: [CH3:1][C:2]1([CH3:26])[C:14]2[C:9](=[CH:10][C:11]3[C:22]([CH3:24])([CH3:23])[C:17]4[CH:18]=[CH:19][CH:20]=[CH:21][C:16]=4[NH:15][C:12]=3[CH:13]=2)[C:8]2[C:3]1=[CH:4][CH:5]=[CH:6][CH:7]=2. (7) Given the reactants [O:1]=[C:2]1[C:10]2[C:5](=[C:6]([C:11]3[S:15][C:14]([C:16]([O:18]C)=[O:17])=[CH:13][CH:12]=3)[CH:7]=[CH:8][CH:9]=2)[CH2:4][NH:3]1.[Li+].[OH-].Cl, predict the reaction product. The product is: [O:1]=[C:2]1[C:10]2[C:5](=[C:6]([C:11]3[S:15][C:14]([C:16]([OH:18])=[O:17])=[CH:13][CH:12]=3)[CH:7]=[CH:8][CH:9]=2)[CH2:4][NH:3]1.